From a dataset of Full USPTO retrosynthesis dataset with 1.9M reactions from patents (1976-2016). Predict the reactants needed to synthesize the given product. (1) The reactants are: [NH2:1][C:2]1[CH:3]=[C:4]([CH:7]=[CH:8][CH:9]=1)[CH:5]=[O:6].[Cl:10][CH:11]([Cl:15])[C:12](Cl)=[O:13]. Given the product [Cl:10][CH:11]([Cl:15])[C:12]([NH:1][C:2]1[CH:9]=[CH:8][CH:7]=[C:4]([CH:5]=[O:6])[CH:3]=1)=[O:13], predict the reactants needed to synthesize it. (2) Given the product [C:1]([O:5][C:6]([N:8]1[CH2:13][CH2:12][CH:11]([NH:14][C:15]2[CH:16]=[C:17]([CH:25]=[C:26]([C:28]([F:30])([F:31])[F:29])[N:27]=2)[C:18]([OH:20])=[O:19])[CH2:10][CH2:9]1)=[O:7])([CH3:4])([CH3:2])[CH3:3], predict the reactants needed to synthesize it. The reactants are: [C:1]([O:5][C:6]([N:8]1[CH2:13][CH2:12][CH:11]([NH:14][C:15]2[CH:16]=[C:17]([CH:25]=[C:26]([C:28]([F:31])([F:30])[F:29])[N:27]=2)[C:18]([O:20]C(C)(C)C)=[O:19])[CH2:10][CH2:9]1)=[O:7])([CH3:4])([CH3:3])[CH3:2].[OH-].[K+].Cl.